This data is from Cav3 T-type calcium channel HTS with 100,875 compounds. The task is: Binary Classification. Given a drug SMILES string, predict its activity (active/inactive) in a high-throughput screening assay against a specified biological target. (1) The drug is S(=O)(=O)(NCc1nc2n(c1)ccc(c2)C)c1cc2OCCOc2cc1. The result is 0 (inactive). (2) The compound is O(c1ccc(cc1)C)CC(=O)N\N=C\C=C/c1occc1. The result is 0 (inactive). (3) The compound is S1(=O)(=O)N(C(=O)C(=C1c1ccc(cc1)C)C)CC(OC)=O. The result is 0 (inactive).